From a dataset of Reaction yield outcomes from USPTO patents with 853,638 reactions. Predict the reaction yield, written as a fraction of the theoretical maximum amount of product (1.0 means a 100% yield; for example, 0.34 means a 34% yield). The reactants are [Cl:1][C:2]1[CH:7]=[C:6]([F:8])[C:5]([N+:9]([O-])=O)=[CH:4][C:3]=1[N:12]1[CH2:21][C:20]2[C:15](=[N:16][C:17]([S:22][CH3:23])=[N:18][CH:19]=2)[N:14]([CH3:24])[C:13]1=[O:25].Cl. The catalyst is CCO.[Fe]. The product is [NH2:9][C:5]1[C:6]([F:8])=[CH:7][C:2]([Cl:1])=[C:3]([N:12]2[CH2:21][C:20]3[C:15](=[N:16][C:17]([S:22][CH3:23])=[N:18][CH:19]=3)[N:14]([CH3:24])[C:13]2=[O:25])[CH:4]=1. The yield is 0.840.